Dataset: Catalyst prediction with 721,799 reactions and 888 catalyst types from USPTO. Task: Predict which catalyst facilitates the given reaction. (1) Reactant: C(O[BH-](OC(=O)C)OC(=O)C)(=O)C.[Na+].[Br:15][C:16]1[CH:17]=[CH:18][C:19]([CH:22]=O)=[N:20][CH:21]=1.[NH:24]1[CH2:29][CH2:28][O:27][CH2:26][CH2:25]1.C(O)(=O)C. Product: [Br:15][C:16]1[CH:17]=[CH:18][C:19]([CH2:22][N:24]2[CH2:29][CH2:28][O:27][CH2:26][CH2:25]2)=[N:20][CH:21]=1. The catalyst class is: 839. (2) Reactant: [N:1]#[C:2][C@@H:3]([C:5]([O:7][CH2:8][CH3:9])=[O:6])[NH2:4].C(OCC)(OCC)OCC.[CH3:20]N.[C:22](#[N:24])C. Product: [NH2:1][C:2]1[N:24]([CH3:22])[CH:20]=[N:4][C:3]=1[C:5]([O:7][CH2:8][CH3:9])=[O:6]. The catalyst class is: 351. (3) Reactant: Cl[C:2]1[N:7]=[CH:6][C:5]([O:8][CH3:9])=[CH:4][N:3]=1.C(Cl)Cl.C([O-])([O-])=O.[Na+].[Na+].[Cl:19][C:20]1[CH:21]=[C:22](B(O)O)[CH:23]=[CH:24][CH:25]=1. Product: [Cl:19][C:20]1[CH:25]=[C:24]([C:2]2[N:7]=[CH:6][C:5]([O:8][CH3:9])=[CH:4][N:3]=2)[CH:23]=[CH:22][CH:21]=1. The catalyst class is: 75.